From a dataset of Catalyst prediction with 721,799 reactions and 888 catalyst types from USPTO. Predict which catalyst facilitates the given reaction. Reactant: [H-].[Na+].[F:3][C:4]1[CH:12]=[C:11]2[C:7]([CH2:8][CH2:9][CH:10]2[NH:13][C:14](=[O:35])/[C:15](=[CH:20]/[C:21]2[CH:26]=[CH:25][C:24]([N:27]3[CH:31]=[C:30]([CH3:32])[N:29]=[CH:28]3)=[C:23]([O:33][CH3:34])[CH:22]=2)/[CH2:16][CH2:17][CH2:18]Cl)=[CH:6][C:5]=1[N:36]1[CH2:41][CH2:40][O:39][CH2:38][CH2:37]1.O.C(OCC)(=O)C. Product: [F:3][C:4]1[CH:12]=[C:11]2[C:7]([CH2:8][CH2:9][CH:10]2[N:13]2[CH2:18][CH2:17][CH2:16]/[C:15](=[CH:20]\[C:21]3[CH:26]=[CH:25][C:24]([N:27]4[CH:31]=[C:30]([CH3:32])[N:29]=[CH:28]4)=[C:23]([O:33][CH3:34])[CH:22]=3)/[C:14]2=[O:35])=[CH:6][C:5]=1[N:36]1[CH2:41][CH2:40][O:39][CH2:38][CH2:37]1. The catalyst class is: 3.